The task is: Predict the reaction yield, written as a fraction of the theoretical maximum amount of product (1.0 means a 100% yield; for example, 0.34 means a 34% yield).. This data is from Reaction yield outcomes from USPTO patents with 853,638 reactions. (1) The reactants are CS([C:5]1[N:10]=[CH:9][C:8]([C:11]([O:13][CH2:14][CH3:15])=[O:12])=[CH:7][N:6]=1)(=O)=O.[NH2:16][C@H:17]1[CH2:21][CH2:20][NH:19][CH2:18]1. The catalyst is COCCOC. The product is [NH2:16][C@H:17]1[CH2:21][CH2:20][N:19]([C:5]2[N:10]=[CH:9][C:8]([C:11]([O:13][CH2:14][CH3:15])=[O:12])=[CH:7][N:6]=2)[CH2:18]1. The yield is 0.900. (2) The reactants are C([O:8][C:9]1[C:14]([CH3:15])=[CH:13][C:12]([C:16]2[NH:17][C:18](=[O:30])[C:19]3[C:20]([O:28][CH3:29])=[CH:21][C:22]([O:26]C)=[N:23][C:24]=3[CH:25]=2)=[CH:11][C:10]=1[CH3:31])C1C=CC=CC=1.B(Br)(Br)Br.Cl.CCOCC. The catalyst is ClCCl. The product is [OH:26][C:22]1[CH:21]=[C:20]([O:28][CH3:29])[C:19]2[C:18](=[O:30])[NH:17][C:16]([C:12]3[CH:13]=[C:14]([CH3:15])[C:9]([OH:8])=[C:10]([CH3:31])[CH:11]=3)=[CH:25][C:24]=2[N:23]=1. The yield is 0.370. (3) The yield is 0.340. The reactants are [OH:1][CH2:2][C@@:3]([CH3:17])([CH:15]=[CH2:16])[C:4]([N:6]1[C@H:10]([CH:11]([CH3:13])[CH3:12])[CH2:9][O:8][C:7]1=[O:14])=[O:5].F[B-](F)(F)F.[CH3:23][O+](C)C.[Cl-].[NH4+]. The product is [CH:11]([C@@H:10]1[CH2:9][O:8][C:7](=[O:14])[N:6]1[C:4](=[O:5])[C@:3]([CH2:2][O:1][CH3:23])([CH3:17])[CH:15]=[CH2:16])([CH3:13])[CH3:12]. The catalyst is ClCCl. (4) The reactants are Br[C:2]1[CH:3]=[C:4]([NH:10][C:11]2[CH:16]=[CH:15][C:14]([N:17]3[CH2:22][CH2:21][N:20]([CH:23]4[CH2:26][O:25][CH2:24]4)[CH2:19][C:18]3([CH3:28])[CH3:27])=[CH:13][N:12]=2)[C:5](=[O:9])[N:6]([CH3:8])[CH:7]=1.[C:29]([O:32][CH2:33][C:34]1[C:35]([N:49]2[CH2:61][CH2:60][N:52]3[C:53]4[CH2:54][CH2:55][CH2:56][CH2:57][C:58]=4[CH:59]=[C:51]3[C:50]2=[O:62])=[N:36][CH:37]=[CH:38][C:39]=1B1OC(C)(C)C(C)(C)O1)(=[O:31])[CH3:30].[O-]P([O-])([O-])=O.[K+].[K+].[K+].C([O-])(=O)C.[Na+]. The catalyst is C1C=CC(P(C2C=CC=CC=2)[C-]2C=CC=C2)=CC=1.C1C=CC(P(C2C=CC=CC=2)[C-]2C=CC=C2)=CC=1.Cl[Pd]Cl.[Fe+2].O.C(#N)C. The product is [C:29]([O:32][CH2:33][C:34]1[C:35]([N:49]2[CH2:61][CH2:60][N:52]3[C:53]4[CH2:54][CH2:55][CH2:56][CH2:57][C:58]=4[CH:59]=[C:51]3[C:50]2=[O:62])=[N:36][CH:37]=[CH:38][C:39]=1[C:2]1[CH:3]=[C:4]([NH:10][C:11]2[CH:16]=[CH:15][C:14]([N:17]3[CH2:22][CH2:21][N:20]([CH:23]4[CH2:24][O:25][CH2:26]4)[CH2:19][C:18]3([CH3:27])[CH3:28])=[CH:13][N:12]=2)[C:5](=[O:9])[N:6]([CH3:8])[CH:7]=1)(=[O:31])[CH3:30]. The yield is 0.310.